Dataset: Reaction yield outcomes from USPTO patents with 853,638 reactions. Task: Predict the reaction yield, written as a fraction of the theoretical maximum amount of product (1.0 means a 100% yield; for example, 0.34 means a 34% yield). (1) The reactants are Cl.[C:2]([C:4]1[CH:9]=[CH:8][C:7]([NH:10][NH2:11])=[CH:6][CH:5]=1)#[N:3].[CH3:12][C:13]([CH3:20])([CH3:19])[C:14](=O)[CH2:15][C:16]#[N:17]. The catalyst is CCO. The product is [NH2:17][C:16]1[N:10]([C:7]2[CH:8]=[CH:9][C:4]([C:2]#[N:3])=[CH:5][CH:6]=2)[N:11]=[C:14]([C:13]([CH3:20])([CH3:19])[CH3:12])[CH:15]=1. The yield is 0.950. (2) The yield is 0.960. The product is [I:1][C:2]1[C:6]([C:7]([OH:9])=[O:8])=[CH:5][N:4]([CH:12]2[CH2:17][CH2:16][CH2:15][CH2:14][O:13]2)[N:3]=1. The catalyst is C1COCC1.CO.O. The reactants are [I:1][C:2]1[C:6]([C:7]([O:9]CC)=[O:8])=[CH:5][N:4]([CH:12]2[CH2:17][CH2:16][CH2:15][CH2:14][O:13]2)[N:3]=1.[Li+].[OH-]. (3) The reactants are [F:1][C:2]1[CH:28]=[CH:27][C:5]([CH2:6][N:7]2[C:19](=[O:20])[C:18]3[C:17]([O:21][CH2:22][O:23][CH3:24])=[C:16]4[C:11]([CH:12]=[CH:13][CH:14]=[N:15]4)=[C:10]([OH:25])[C:9]=3[C:8]2=[O:26])=[CH:4][CH:3]=1.C(N(CC)C(C)C)(C)C.[F:38][C:39]([F:52])([F:51])[S:40](O[S:40]([C:39]([F:52])([F:51])[F:38])(=[O:42])=[O:41])(=[O:42])=[O:41]. The catalyst is ClCCl. The product is [F:1][C:2]1[CH:3]=[CH:4][C:5]([CH2:6][N:7]2[C:19](=[O:20])[C:18]3[C:17]([O:21][CH2:22][O:23][CH3:24])=[C:16]4[C:11]([CH:12]=[CH:13][CH:14]=[N:15]4)=[C:10]([O:25][S:40]([C:39]([F:52])([F:51])[F:38])(=[O:42])=[O:41])[C:9]=3[C:8]2=[O:26])=[CH:27][CH:28]=1. The yield is 0.330. (4) The reactants are [C:1](/[CH:3]=[CH:4]/[S:5]([C:8]1[CH:13]=[CH:12][C:11]([C:14]2([C:18]([OH:20])=O)[CH2:17][CH2:16][CH2:15]2)=[CH:10][CH:9]=1)(=[O:7])=[O:6])#[N:2].O[N:22]1[C:26]2[CH:27]=[CH:28][CH:29]=[CH:30][C:25]=2N=N1.Cl.CN(C)CCCN=C=NCC.C1(N)CCCCC1. The catalyst is C(#N)C.C(OCC)(=O)C. The product is [CH:26]1([NH:22][C:18]([C:14]2([C:11]3[CH:10]=[CH:9][C:8]([S:5](/[CH:4]=[CH:3]/[C:1]#[N:2])(=[O:6])=[O:7])=[CH:13][CH:12]=3)[CH2:15][CH2:16][CH2:17]2)=[O:20])[CH2:27][CH2:28][CH2:29][CH2:30][CH2:25]1. The yield is 0.430. (5) The reactants are [Cl:1][C:2]1[CH:7]=[CH:6][C:5]([OH:8])=[CH:4][C:3]=1[B:9]([OH:11])[OH:10].O[C:13]([C:16](O)([CH3:18])[CH3:17])([CH3:15])[CH3:14]. The catalyst is C1(C)C=CC=CC=1. The product is [Cl:1][C:2]1[CH:7]=[CH:6][C:5]([OH:8])=[CH:4][C:3]=1[B:9]1[O:10][C:16]([CH3:18])([CH3:17])[C:13]([CH3:15])([CH3:14])[O:11]1. The yield is 0.830. (6) The reactants are [Si]([C:8]1[N:9]([S:23]([N:26]([CH3:28])[CH3:27])(=[O:25])=[O:24])[C:10]([CH:13]([C:15]2[CH:20]=[CH:19][C:18]([C:21]#[N:22])=[CH:17][CH:16]=2)[OH:14])=[CH:11][N:12]=1)(C(C)(C)C)(C)C.CC(O)=O.O. The catalyst is C1COCC1.O. The product is [C:21]([C:18]1[CH:17]=[CH:16][C:15]([CH:13]([OH:14])[C:10]2[N:9]([S:23]([N:26]([CH3:27])[CH3:28])(=[O:24])=[O:25])[CH:8]=[N:12][CH:11]=2)=[CH:20][CH:19]=1)#[N:22]. The yield is 0.890. (7) The reactants are C1(P(C2C=CC=CC=2)C2C=CC=CC=2)C=CC=CC=1.N1C=CN=C1.[I:25]I.O[CH2:28][CH2:29][CH2:30][CH2:31][CH2:32][CH2:33][C:34]1[CH:39]=[CH:38][C:37]([NH:40][C:41]2[CH:46]=[CH:45][CH:44]=[C:43]([C:47]3[CH:52]=[CH:51][CH:50]=[CH:49][C:48]=3[CH3:53])[CH:42]=2)=[CH:36][CH:35]=1. The catalyst is C(#N)C.CCOCC. The product is [I:25][CH2:28][CH2:29][CH2:30][CH2:31][CH2:32][CH2:33][C:34]1[CH:39]=[CH:38][C:37]([NH:40][C:41]2[CH:46]=[CH:45][CH:44]=[C:43]([C:47]3[CH:52]=[CH:51][CH:50]=[CH:49][C:48]=3[CH3:53])[CH:42]=2)=[CH:36][CH:35]=1. The yield is 0.970. (8) The reactants are [F:1][C:2]([F:13])([F:12])[C:3]1[CH:4]=[C:5]([C:9](=O)[CH3:10])[CH:6]=[CH:7][CH:8]=1.[NH2:14][C:15]([NH2:17])=[S:16]. No catalyst specified. The product is [NH2:17][C:15]1[S:16][CH:10]=[C:9]([C:5]2[CH:6]=[CH:7][CH:8]=[C:3]([C:2]([F:13])([F:12])[F:1])[CH:4]=2)[N:14]=1. The yield is 0.941.